This data is from Catalyst prediction with 721,799 reactions and 888 catalyst types from USPTO. The task is: Predict which catalyst facilitates the given reaction. (1) Reactant: [Cl:1][C:2]1[CH:3]=[N:4][N:5]([CH3:17])[C:6]=1[C:7]1[CH:15]=[CH:14][C:10]([C:11]([OH:13])=O)=[CH:9][C:8]=1[F:16].Cl.[NH2:19][C@@H:20]([CH2:33][C:34]1[CH:39]=[CH:38][CH:37]=[CH:36][C:35]=1[C:40]([F:43])([F:42])[F:41])[CH2:21][N:22]1[C:30](=[O:31])[C:29]2[C:24](=[CH:25][CH:26]=[CH:27][CH:28]=2)[C:23]1=[O:32].C(N(C(C)C)CC)(C)C.C1CN([P+](Br)(N2CCCC2)N2CCCC2)CC1.F[P-](F)(F)(F)(F)F. Product: [Cl:1][C:2]1[CH:3]=[N:4][N:5]([CH3:17])[C:6]=1[C:7]1[CH:15]=[CH:14][C:10]([C:11]([NH:19][C@@H:20]([CH2:33][C:34]2[CH:39]=[CH:38][CH:37]=[CH:36][C:35]=2[C:40]([F:43])([F:41])[F:42])[CH2:21][N:22]2[C:30](=[O:31])[C:29]3[C:24](=[CH:25][CH:26]=[CH:27][CH:28]=3)[C:23]2=[O:32])=[O:13])=[CH:9][C:8]=1[F:16]. The catalyst class is: 2. (2) Reactant: Cl[C:2]1[N:11]=[C:10]([NH:12][CH2:13][CH:14]([C:21]2[CH:26]=[CH:25][N:24]=[CH:23][CH:22]=2)[C:15]2[CH:20]=[CH:19][N:18]=[CH:17][CH:16]=2)[C:9]2[C:4](=[CH:5][CH:6]=[CH:7][CH:8]=2)[N:3]=1.[CH3:27][N:28]([CH3:38])[C:29]1[CH:34]=[CH:33][C:32](B(O)O)=[CH:31][CH:30]=1.C1(C(C2C=CC=CN=2)CNC2C3C(=CC=CC=3)N=C(C3C=CC(NS(C)(=O)=O)=CC=3)N=2)C=CC=CC=1. Product: [N:18]1[CH:19]=[CH:20][C:15]([CH:14]([C:21]2[CH:26]=[CH:25][N:24]=[CH:23][CH:22]=2)[CH2:13][NH:12][C:10]2[C:9]3[C:4](=[CH:5][CH:6]=[CH:7][CH:8]=3)[N:3]=[C:2]([C:32]3[CH:33]=[CH:34][C:29]([N:28]([CH3:38])[CH3:27])=[CH:30][CH:31]=3)[N:11]=2)=[CH:16][CH:17]=1. The catalyst class is: 147. (3) Reactant: [O:1]=[C:2]([N:33]1[CH2:37][CH2:36][CH2:35][CH2:34]1)[CH2:3][O:4][C@@H:5]1[CH2:10][N:9]([C:11]([O:13][CH3:14])=[O:12])[C@H:8]([C:15]([N:17]2[CH2:22][CH2:21][N:20]([C:23]3[CH:28]=[CH:27][CH:26]=[CH:25][CH:24]=3)[CH2:19][CH2:18]2)=[O:16])[C@@H:7]([C:29](OC)=[O:30])[CH2:6]1.[OH:38][NH2:39].C[O-].[Na+].Cl. Product: [OH:38][NH:39][C:29]([C@H:7]1[CH2:6][C@H:5]([O:4][CH2:3][C:2](=[O:1])[N:33]2[CH2:37][CH2:36][CH2:35][CH2:34]2)[CH2:10][N:9]([C:11]([O:13][CH3:14])=[O:12])[C@@H:8]1[C:15]([N:17]1[CH2:18][CH2:19][N:20]([C:23]2[CH:24]=[CH:25][CH:26]=[CH:27][CH:28]=2)[CH2:21][CH2:22]1)=[O:16])=[O:30]. The catalyst class is: 5. (4) Reactant: [CH3:1][O:2][C:3](=[O:22])[CH2:4][S:5]([C:8]1[CH:13]=[CH:12][C:11]([NH:14][C:15]([O:17][C:18]([CH3:21])([CH3:20])[CH3:19])=[O:16])=[CH:10][CH:9]=1)(=[O:7])=[O:6].[CH2:23](Br)[CH3:24].[N:26]1[C:31]2[CH:32]=[CH:33][CH:34]=[CH:35][C:30]=2[C:29](=[O:36])[NH:28][N:27]=1.C(=O)([O-])[O-].[K+].[K+]. Product: [C:18]([O:17][C:15]([NH:14][C:11]1[CH:10]=[CH:9][C:8]([S:5]([CH:4]([CH2:23][CH2:24][N:28]2[C:29](=[O:36])[C:30]3[CH:35]=[CH:34][CH:33]=[CH:32][C:31]=3[N:26]=[N:27]2)[C:3]([O:2][CH3:1])=[O:22])(=[O:7])=[O:6])=[CH:13][CH:12]=1)=[O:16])([CH3:19])([CH3:21])[CH3:20]. The catalyst class is: 589.